From a dataset of Reaction yield outcomes from USPTO patents with 853,638 reactions. Predict the reaction yield, written as a fraction of the theoretical maximum amount of product (1.0 means a 100% yield; for example, 0.34 means a 34% yield). (1) The reactants are [F:1][C:2]([C:29]1[CH:47]=[CH:46][C:32]([C:33]([NH:35][CH2:36][CH2:37][CH2:38][CH2:39][CH2:40][CH2:41][C:42](OC)=[O:43])=[O:34])=[CH:31][CH:30]=1)([C:16](=[O:28])[NH:17][C:18]1[CH:19]=[CH:20][CH:21]=[C:22]2[C:27]=1[N:26]=[CH:25][CH:24]=[CH:23]2)[C:3](=[O:15])[NH:4][C:5]1[CH:6]=[CH:7][CH:8]=[C:9]2[C:14]=1[N:13]=[CH:12][CH:11]=[CH:10]2.[NH2:48][OH:49].[C-]#N.[K+].Cl. The catalyst is C1COCC1.CO. The product is [F:1][C:2]([C:29]1[CH:47]=[CH:46][C:32]([C:33](=[O:34])[NH:35][CH2:36][CH2:37][CH2:38][CH2:39][CH2:40][CH2:41][C:42]([NH:48][OH:49])=[O:43])=[CH:31][CH:30]=1)([C:16]([NH:17][C:18]1[CH:19]=[CH:20][CH:21]=[C:22]2[C:27]=1[N:26]=[CH:25][CH:24]=[CH:23]2)=[O:28])[C:3]([NH:4][C:5]1[CH:6]=[CH:7][CH:8]=[C:9]2[C:14]=1[N:13]=[CH:12][CH:11]=[CH:10]2)=[O:15]. The yield is 0.660. (2) The reactants are [C:1]([O:5][C:6]([NH:8]/[N:9]=[C:10](\[C:17]#[C:18][Si](C)(C)C)/[CH2:11][CH2:12][CH2:13][C:14]([OH:16])=[O:15])=[O:7])([CH3:4])([CH3:3])[CH3:2].[F-].C([N+](CCCC)(CCCC)CCCC)CCC. The catalyst is C1COCC1. The product is [C:1]([O:5][C:6]([N:8]1[CH:18]=[CH:17][C:10]([CH2:11][CH2:12][CH2:13][C:14]([OH:16])=[O:15])=[N:9]1)=[O:7])([CH3:4])([CH3:3])[CH3:2]. The yield is 1.00. (3) The reactants are [Si]([O:8][C:9]1[CH:10]=[C:11]([CH:33]=[CH:34][CH:35]=1)[CH2:12][N:13]1[CH2:17][C:16](=[O:18])[N:15]([C:19]2[CH:20]=[N:21][N:22]([CH2:24][C:25]3[C:26]([CH3:31])=[N:27][O:28][C:29]=3[CH3:30])[CH:23]=2)[C:14]1=[O:32])(C(C)(C)C)(C)C.Cl. The catalyst is CO. The product is [CH3:31][C:26]1[C:25]([CH2:24][N:22]2[CH:23]=[C:19]([N:15]3[C:16](=[O:18])[CH2:17][N:13]([CH2:12][C:11]4[CH:33]=[CH:34][CH:35]=[C:9]([OH:8])[CH:10]=4)[C:14]3=[O:32])[CH:20]=[N:21]2)=[C:29]([CH3:30])[O:28][N:27]=1. The yield is 0.970. (4) The reactants are Br[C:2]1[CH:3]=[C:4]([NH:10][C:11]2[CH:15]=[C:14]([CH3:16])[N:13]([CH2:17][CH3:18])[N:12]=2)[C:5](=[O:9])[N:6]([CH3:8])[CH:7]=1.[C:19]([O:22][CH2:23][C:24]1[C:29]([N:30]2[CH2:41][CH2:40][N:39]3[C:32](=[CH:33][C:34]4[CH2:35][C:36]([CH3:43])([CH3:42])[CH2:37][C:38]=43)[C:31]2=[O:44])=[CH:28][C:27]([F:45])=[CH:26][C:25]=1B1OC(C)(C)C(C)(C)O1)(=[O:21])[CH3:20].COCCOC.C(=O)([O-])[O-].[Na+].[Na+]. The catalyst is C1C=CC([P]([Pd]([P](C2C=CC=CC=2)(C2C=CC=CC=2)C2C=CC=CC=2)([P](C2C=CC=CC=2)(C2C=CC=CC=2)C2C=CC=CC=2)[P](C2C=CC=CC=2)(C2C=CC=CC=2)C2C=CC=CC=2)(C2C=CC=CC=2)C2C=CC=CC=2)=CC=1.CO.C(OCC)C.O.C(OCC)(=O)C. The product is [CH2:17]([N:13]1[C:14]([CH3:16])=[CH:15][C:11]([NH:10][C:4]2[C:5](=[O:9])[N:6]([CH3:8])[CH:7]=[C:2]([C:25]3[C:24]([CH2:23][O:22][C:19](=[O:21])[CH3:20])=[C:29]([N:30]4[CH2:41][CH2:40][N:39]5[C:32](=[CH:33][C:34]6[CH2:35][C:36]([CH3:42])([CH3:43])[CH2:37][C:38]=65)[C:31]4=[O:44])[CH:28]=[C:27]([F:45])[CH:26]=3)[CH:3]=2)=[N:12]1)[CH3:18]. The yield is 0.600.